Dataset: Forward reaction prediction with 1.9M reactions from USPTO patents (1976-2016). Task: Predict the product of the given reaction. Given the reactants Cl[C:2]1[N:7]=[C:6]([NH:8][C:9]2[CH:14]=[CH:13][CH:12]=[CH:11][CH:10]=2)[N:5]=[C:4]([NH:15][C:16](=[O:18])[O-:17])[CH:3]=1.[C:19]1(B(O)O)[CH:24]=[CH:23][CH:22]=[CH:21][CH:20]=1.[O-]P([O-])([O-])=O.[K+].[K+].[K+].[CH2:36]1[CH2:40]OC[CH2:37]1, predict the reaction product. The product is: [CH:36]([O:17][C:16](=[O:18])[NH:15][C:4]1[CH:3]=[C:2]([C:19]2[CH:24]=[CH:23][CH:22]=[CH:21][CH:20]=2)[N:7]=[C:6]([NH:8][C:9]2[CH:14]=[CH:13][CH:12]=[CH:11][CH:10]=2)[N:5]=1)([CH3:40])[CH3:37].